From a dataset of NCI-60 drug combinations with 297,098 pairs across 59 cell lines. Regression. Given two drug SMILES strings and cell line genomic features, predict the synergy score measuring deviation from expected non-interaction effect. Drug 1: C1CN1P(=S)(N2CC2)N3CC3. Drug 2: CCC1(CC2CC(C3=C(CCN(C2)C1)C4=CC=CC=C4N3)(C5=C(C=C6C(=C5)C78CCN9C7C(C=CC9)(C(C(C8N6C)(C(=O)OC)O)OC(=O)C)CC)OC)C(=O)OC)O.OS(=O)(=O)O. Cell line: PC-3. Synergy scores: CSS=5.58, Synergy_ZIP=-2.98, Synergy_Bliss=-0.929, Synergy_Loewe=-1.86, Synergy_HSA=-1.81.